Dataset: Full USPTO retrosynthesis dataset with 1.9M reactions from patents (1976-2016). Task: Predict the reactants needed to synthesize the given product. (1) Given the product [Cl:17][CH:18]([Cl:22])[C:19]([NH:12][C:6]1[CH:7]=[CH:8][CH:9]=[C:3]([CH:1]=[CH2:2])[CH:4]=1)=[O:20], predict the reactants needed to synthesize it. The reactants are: [CH:1]([C:3]1[CH:9]=[CH:8][CH:7]=[CH:6][C:4]=1N)=[CH2:2].C([N:12](CC)CC)C.[Cl:17][CH:18]([Cl:22])[C:19](Cl)=[O:20]. (2) Given the product [C:47]([O:46][C:44](=[O:45])[CH2:43][C@H:37]1[CH2:36][C@@H:35]([CH2:34][CH2:33][N:32]2[C:20]([CH:21]([CH3:23])[CH3:22])=[C:10]([C:11](=[O:12])[NH:13][C:14]3[CH:19]=[CH:18][CH:17]=[CH:16][CH:15]=3)[C:9]([C:25]3[CH:26]=[CH:27][CH:28]=[CH:29][CH:30]=3)=[C:8]2[C:5]2[CH:6]=[CH:7][C:2]([F:1])=[CH:3][CH:4]=2)[O:40][C:39]([CH3:42])([CH3:41])[O:38]1)([CH3:50])([CH3:49])[CH3:48], predict the reactants needed to synthesize it. The reactants are: [F:1][C:2]1[CH:7]=[CH:6][C:5]([C:8](=O)[CH:9]([C:25]2[CH:30]=[CH:29][CH:28]=[CH:27][CH:26]=2)[CH:10]([C:20](=O)[CH:21]([CH3:23])[CH3:22])[C:11]([NH:13][C:14]2[CH:19]=[CH:18][CH:17]=[CH:16][CH:15]=2)=[O:12])=[CH:4][CH:3]=1.[NH2:32][CH2:33][CH2:34][C@H:35]1[O:40][C:39]([CH3:42])([CH3:41])[O:38][C@@H:37]([CH2:43][C:44]([O:46][C:47]([CH3:50])([CH3:49])[CH3:48])=[O:45])[CH2:36]1.C1CCCCC1.CC(C)(C)C(O)=O.